This data is from Forward reaction prediction with 1.9M reactions from USPTO patents (1976-2016). The task is: Predict the product of the given reaction. Given the reactants C([O:8][C:9]1[C:14]2[NH:15][C:16](=[O:19])[CH2:17][O:18][C:13]=2[C:12]([C:20](=[O:24])[CH:21](O)O)=[CH:11][CH:10]=1)C1C=CC=CC=1.[O:25]([CH2:32][C:33]1([NH2:36])[CH2:35][CH2:34]1)[C:26]1[CH:31]=[CH:30][CH:29]=[CH:28][CH:27]=1.FC(F)(F)C([O-])=O, predict the reaction product. The product is: [OH:8][C:9]1[C:14]2[NH:15][C:16](=[O:19])[CH2:17][O:18][C:13]=2[C:12]([CH:20]([OH:24])[CH2:21][NH:36][C:33]2([CH2:32][O:25][C:26]3[CH:31]=[CH:30][CH:29]=[CH:28][CH:27]=3)[CH2:35][CH2:34]2)=[CH:11][CH:10]=1.